From a dataset of Full USPTO retrosynthesis dataset with 1.9M reactions from patents (1976-2016). Predict the reactants needed to synthesize the given product. (1) Given the product [C:37]([C:29]1[CH:28]=[C:27]([C:24]2[S:23][C:22]([C:17]3[CH:18]=[CH:19][CH:20]=[C:21]4[C:16]=3[CH2:15][CH2:14][C@H:13]4[NH:8][CH2:9][C:10]([OH:12])=[O:11])=[N:26][N:25]=2)[CH:32]=[CH:31][C:30]=1[O:33][CH:34]([CH3:36])[CH3:35])#[N:38], predict the reactants needed to synthesize it. The reactants are: C(OC([N:8]([C@H:13]1[C:21]2[C:16](=[C:17]([C:22]3[S:23][C:24]([C:27]4[CH:32]=[CH:31][C:30]([O:33][CH:34]([CH3:36])[CH3:35])=[C:29]([C:37]#[N:38])[CH:28]=4)=[N:25][N:26]=3)[CH:18]=[CH:19][CH:20]=2)[CH2:15][CH2:14]1)[CH2:9][C:10]([OH:12])=[O:11])=O)(C)(C)C.Cl. (2) Given the product [CH3:17][N:3]1[CH:4]=[N:5][C:6]([NH:8][C:9]2[CH:14]=[CH:13][C:12]([F:15])=[C:11]([Cl:16])[CH:10]=2)=[N:7][CH:2]1[Cl:1], predict the reactants needed to synthesize it. The reactants are: [Cl:1][C:2]1[N:7]=[C:6]([NH:8][C:9]2[CH:14]=[CH:13][C:12]([F:15])=[C:11]([Cl:16])[CH:10]=2)[N:5]=[CH:4][N:3]=1.[CH3:17]I.[H-].[Na+]. (3) The reactants are: [C:1]([N:8](C)[CH:9]1[CH2:14][CH2:13][CH:12]([N:15]([CH2:28][C:29]2[CH:30]=[C:31](B(O)O)[CH:32]=[CH:33][C:34]=2[O:35][CH3:36])[C:16]([C:18]2[S:22][C:21]3[CH:23]=[CH:24][CH:25]=[CH:26][C:20]=3[C:19]=2[Cl:27])=[O:17])[CH2:11][CH2:10]1)(OC(C)(C)C)=O.[NH2:41][C:42]1[N:47]=[C:46]([CH3:48])[C:45](Br)=[CH:44][CH:43]=1. Given the product [ClH:27].[ClH:27].[NH2:41][C:42]1[N:47]=[C:46]([CH3:48])[C:45]([C:31]2[CH:32]=[CH:33][C:34]([O:35][CH3:36])=[C:29]([CH:30]=2)[CH2:28][N:15]([CH:12]2[CH2:13][CH2:14][CH:9]([NH:8][CH3:1])[CH2:10][CH2:11]2)[C:16]([C:18]2[S:22][C:21]3[CH:23]=[CH:24][CH:25]=[CH:26][C:20]=3[C:19]=2[Cl:27])=[O:17])=[CH:44][CH:43]=1, predict the reactants needed to synthesize it. (4) The reactants are: [F:1][C:2]1[CH:11]=[C:10]([F:12])[CH:9]=[C:8]2[C:3]=1[C:4]([NH:20][C:21]1[C:26](I)=[CH:25][N:24]=[C:23]([N:28]3[CH2:33][CH2:32][O:31][CH2:30][CH2:29]3)[CH:22]=1)=[C:5]([CH3:19])[C:6]([C:13]1[CH:18]=[CH:17][CH:16]=[CH:15][N:14]=1)=[N:7]2.[CH3:34][C:35]1[C:39](B2OC(C)(C)C(C)(C)O2)=[C:38]([CH3:49])[N:37](C(OC(C)(C)C)=O)[N:36]=1.[F-].[K+]. Given the product [CH3:34][C:35]1[C:39]([C:26]2[C:21]([NH:20][C:4]3[C:3]4[C:8](=[CH:9][C:10]([F:12])=[CH:11][C:2]=4[F:1])[N:7]=[C:6]([C:13]4[CH:18]=[CH:17][CH:16]=[CH:15][N:14]=4)[C:5]=3[CH3:19])=[CH:22][C:23]([N:28]3[CH2:33][CH2:32][O:31][CH2:30][CH2:29]3)=[N:24][CH:25]=2)=[C:38]([CH3:49])[NH:37][N:36]=1, predict the reactants needed to synthesize it. (5) Given the product [CH2:1]([C:3]1[C:11]2[C:6](=[CH:7][CH:8]=[C:9](/[CH:12]=[C:16](/[C:17](=[O:19])[CH3:18])\[C:14]#[N:15])[CH:10]=2)[NH:5][N:4]=1)[CH3:2], predict the reactants needed to synthesize it. The reactants are: [CH2:1]([C:3]1[C:11]2[C:6](=[CH:7][CH:8]=[C:9]([CH:12]=O)[CH:10]=2)[NH:5][N:4]=1)[CH3:2].[C:14](/[CH:16]=[C:17](\[O-:19])/[CH3:18])#[N:15].[Na+].C(O)(=O)C.N1CCCCC1. (6) The reactants are: C([O:3][C:4](=O)[CH:5]([C:7]1[CH:12]=[CH:11][C:10]([NH2:13])=[CH:9][CH:8]=1)[CH3:6])C.[H-].[Al+3].[Li+].[H-].[H-].[H-]. Given the product [NH2:13][C:10]1[CH:9]=[CH:8][C:7]([CH:5]([CH3:6])[CH2:4][OH:3])=[CH:12][CH:11]=1, predict the reactants needed to synthesize it. (7) Given the product [F:18][C:2]1([F:1])[CH2:6][CH2:5][CH:4]([C:7]2[C:11]([CH2:12][O:13][C:20]3[CH:25]=[CH:24][C:23]([CH2:26][CH2:27][C:28]([O:30][CH2:31][CH3:32])=[O:29])=[C:22]([CH3:33])[C:21]=3[CH3:34])=[C:10]([C:14]([F:16])([F:17])[F:15])[S:9][N:8]=2)[CH2:3]1, predict the reactants needed to synthesize it. The reactants are: [F:1][C:2]1([F:18])[CH2:6][CH2:5][CH:4]([C:7]2[C:11]([CH2:12][OH:13])=[C:10]([C:14]([F:17])([F:16])[F:15])[S:9][N:8]=2)[CH2:3]1.O[C:20]1[CH:25]=[CH:24][C:23]([CH2:26][CH2:27][C:28]([O:30][CH2:31][CH3:32])=[O:29])=[C:22]([CH3:33])[C:21]=1[CH3:34].C1CCN(C(N=NC(N2CCCCC2)=O)=O)CC1.P(CCCC)(CCCC)CCCC. (8) Given the product [Br:12][C:11]1[CH:10]=[C:9]([Br:13])[S:8][C:7]=1[C:5](=[O:6])[C:4]([OH:14])=[O:3], predict the reactants needed to synthesize it. The reactants are: C([O:3][C:4](=[O:14])[C:5]([C:7]1[S:8][C:9]([Br:13])=[CH:10][C:11]=1[Br:12])=[O:6])C.Cl.